This data is from Cav3 T-type calcium channel HTS with 100,875 compounds. The task is: Binary Classification. Given a drug SMILES string, predict its activity (active/inactive) in a high-throughput screening assay against a specified biological target. (1) The compound is S(=O)(=O)(NCc1ccc(cc1)C(=O)NCCc1cc(OC)c(OC)cc1)c1c(ccc(c1)C)C. The result is 0 (inactive). (2) The compound is S(c1c(NC(=O)C)cc(C(=O)N2CCN(CC2)C)cc1)c1ccc(cc1)C. The result is 0 (inactive). (3) The drug is S(Cc1c(F)cccc1)c1oc(nn1)c1ccc(cc1)C. The result is 0 (inactive). (4) The result is 0 (inactive). The compound is O=c1n(CCCC)cnc2c1[nH]c1c2cccc1. (5) The compound is S(=O)(=O)(NCCSCc1ccccc1)C. The result is 0 (inactive). (6) The compound is s1c(C(=O)c2ccccc2)cnc1/N=C\N(C)C. The result is 0 (inactive). (7) The drug is S(=O)(=O)(N1CCC(CC1)C(=O)NCc1ncccc1)c1[nH]cnc1. The result is 0 (inactive). (8) The molecule is O1c2c(N(CCC(=O)NCCCN3CCc4c(C3)cccc4)C(=O)C1)cccc2. The result is 0 (inactive). (9) The drug is Fc1c(C(=O)c2c3c(n(c2)CC(OCC)=O)cccc3)cccc1. The result is 0 (inactive).